Dataset: Peptide-MHC class II binding affinity with 134,281 pairs from IEDB. Task: Regression. Given a peptide amino acid sequence and an MHC pseudo amino acid sequence, predict their binding affinity value. This is MHC class II binding data. (1) The peptide sequence is SGHVIPACKNLSPSA. The MHC is HLA-DQA10101-DQB10501 with pseudo-sequence HLA-DQA10101-DQB10501. The binding affinity (normalized) is 0. (2) The peptide sequence is GSINAPTVSDSRALARRFHF. The MHC is DRB1_0401 with pseudo-sequence DRB1_0401. The binding affinity (normalized) is 0.0802.